This data is from Full USPTO retrosynthesis dataset with 1.9M reactions from patents (1976-2016). The task is: Predict the reactants needed to synthesize the given product. (1) Given the product [CH2:24]([N:31]1[CH:2]=[C:1]([C:3]2[C:8]3[C:9]([C:12]4[CH:17]=[CH:16][CH:15]=[CH:14][CH:13]=4)=[N:10][O:11][C:7]=3[C:6]([OH:18])=[C:5]([C:19]([O:21][CH2:22][CH3:23])=[O:20])[N:4]=2)[N:33]=[N:32]1)[C:25]1[CH:30]=[CH:29][CH:28]=[CH:27][CH:26]=1, predict the reactants needed to synthesize it. The reactants are: [C:1]([C:3]1[C:8]2[C:9]([C:12]3[CH:17]=[CH:16][CH:15]=[CH:14][CH:13]=3)=[N:10][O:11][C:7]=2[C:6]([OH:18])=[C:5]([C:19]([O:21][CH2:22][CH3:23])=[O:20])[N:4]=1)#[CH:2].[CH2:24]([N:31]=[N+:32]=[N-:33])[C:25]1[CH:30]=[CH:29][CH:28]=[CH:27][CH:26]=1.O=C1O[C@H]([C@H](CO)O)C([O-])=C1O.[Na+]. (2) Given the product [Cl:22][C:23]1[CH:30]=[CH:29][C:26]([CH2:27][N:19]2[CH2:18][CH2:17][C:5]3([O:4][C:3](=[O:2])[N:7]([C:8]4[CH:9]=[CH:10][C:11]([C:12]([OH:14])=[O:13])=[CH:15][CH:16]=4)[CH2:6]3)[CH2:21][CH2:20]2)=[CH:25][C:24]=1[CH2:31][CH3:32], predict the reactants needed to synthesize it. The reactants are: Cl.[O:2]=[C:3]1[N:7]([C:8]2[CH:16]=[CH:15][C:11]([C:12]([OH:14])=[O:13])=[CH:10][CH:9]=2)[CH2:6][C:5]2([CH2:21][CH2:20][NH:19][CH2:18][CH2:17]2)[O:4]1.[Cl:22][C:23]1[CH:30]=[CH:29][C:26]([CH:27]=O)=[CH:25][C:24]=1[CH2:31][CH3:32]. (3) Given the product [N:1]1[C:2]2[N:10]=[CH:9][CH:8]=[CH:7][C:3]=2[C:4](=[O:6])[NH:16][CH:17]=1, predict the reactants needed to synthesize it. The reactants are: [NH2:1][C:2]1[N:10]=[CH:9][CH:8]=[CH:7][C:3]=1[C:4]([OH:6])=O.C([O-])([O-])OC.[NH3:16].[CH3:17]O.